Dataset: B-cell epitopes from IEDB database with 3,159 antigens for binding position prediction. Task: Token-level Classification. Given an antigen amino acid sequence, predict which amino acid positions are active epitope sites capable of antibody binding. Output is a list of indices for active positions. (1) The epitope positions are: [460, 461, 462, 463, 464, 465, 466, 467, 468, 469, 470, 471, 472, 473, 474]. The amino acids at these positions are: LGRRFLAQQGAGCST. Given the antigen sequence: MALWQQGQKLYLPPTPVSKVLCSETYVQRKSIFYHAETERLLTIGHPYYPVSIGAKTVPKVSANQYRVFKIQLPDPNQFALPDRTVHNPSKERLVWAVIGVQVSRGQPLGGTVTGHPTFNALLDAENVNRKVTTQTTDDRKQTGLDAKQQQILLLGCTPAEGEYWTTARPCVTDRLENGACPPLELKNKHIEDGDMMEIGFGAANFKEINASKSDLPLDIQNEICLYPDYLKMAEDAAGNSMFFFARKEQVYVRHIWTRGGSEKEAPTTDFYLKNNKGDATLKIPSVHFGSPSGSLVSTDNQIFNRPYWLFRAQGMNNGIAWNNLLFLTVGDNTRGTNLTISVASDGTPLTEYDSSKFNVYHRHMEEYKLAFILELCSVEITAQTVSHLQGLMPSVLENWEIGVQPPTSSILEDTYRYIESPATKCASNVIPAKEDPYAGFKFWNIDLKEKLSLDLDQFPLGRRFLAQQGAGCSTVRKRRISQKTSSKPAKKKKK, which amino acid positions are active epitope sites? (2) Given the antigen sequence: MKVLILACLVALAIAREQEELNVVGETVESLSSSEESITHINKKIEKFQSEEQQQTEDELQDKIHPFAQAQSLVYPFTGPIPNSLPQNILPLTQTPVVVPPFLQPEIMGVPKVKETMVPKHKEMPFPKYPVEPFTESQSLTLTDVEKLHLPLPLVQSWMHQPPQPLSPTVMFPPQSVLSLSQPKVLPVPQKAVPQRDMPIQAFLLYQEPVLGPVRGPFPILV, which amino acid positions are active epitope sites? The epitope positions are: [149, 150, 151, 152, 153, 154, 155, 156, 157, 158, 159, 160, 161, 162, 163]. The amino acids at these positions are: LPLPLVQSWMHQPPQ. (3) Given the antigen sequence: MGAQVSSQKVGAHENSNRAYGGSTINYTTINYYRDSASNAASKQDFSQDPSKFTEPIKDVLIKTAPMLNSPNIEACGYSDRVLQLTLGNSTITTQEAANSVVAYGRWPEYLRDSEANPVDQPTEPDVAACRFYTLDTVSWTKESRGWWWKLPDALRDMGLFGQNMYYHYLGRSGYTVHVQCNASKFHQGALGVFAVPEMCLAGDSNTTTMHTSYQNANPGEKGGTFTGTFTPDNNQTSPARRFCPVDYLLGNGTLLGNAFVFPHQIINLRTNNCATLVLPYVNSLSIDSMVKHNNWGIAILPLAPLNFASESSPEIPITLTIAPMCCEFNGLRNITLPRLQGLPVMNTPGSNQYLTADNFQSPCALPEFDVTPPIDIPGEVKNMMELAEIDTMIPFDLSATKKNTMEMYRVRLSDKPHTDDPILCLSLSPASDPRLSHTMLGEILNYYTHWAGSLKFTFLFCGFMMATGKLLVSYAPPGADPPKKRKEAMLGTHVIWDIG..., which amino acid positions are active epitope sites? The epitope positions are: [671, 672, 673, 674, 675, 676, 677, 678, 679, 680, 681]. The amino acids at these positions are: DNPASTTNKDK.